From a dataset of Forward reaction prediction with 1.9M reactions from USPTO patents (1976-2016). Predict the product of the given reaction. Given the reactants [OH:1][N:2]1[C:6](=[O:7])[C:5]2=[CH:8][CH:9]=[CH:10][CH:11]=[C:4]2[C:3]1=[O:12].[CH:13]1(Br)[CH2:17][CH2:16][CH2:15][CH2:14]1.N12CCCN=C1CCCCC2, predict the reaction product. The product is: [CH:13]1([O:1][N:2]2[C:3](=[O:12])[C:4]3[C:5](=[CH:8][CH:9]=[CH:10][CH:11]=3)[C:6]2=[O:7])[CH2:17][CH2:16][CH2:15][CH2:14]1.